The task is: Predict which catalyst facilitates the given reaction.. This data is from Catalyst prediction with 721,799 reactions and 888 catalyst types from USPTO. (1) Reactant: [C:1]1([NH:7]/[C:8](=[CH:13]/[C:14]([O:16]C)=O)/[C:9]([O:11][CH3:12])=[O:10])[CH:6]=[CH:5][CH:4]=[CH:3][CH:2]=1.ClCCl.O. Product: [O:16]=[C:14]1[C:2]2[C:1](=[CH:6][CH:5]=[CH:4][CH:3]=2)[NH:7][C:8]([C:9]([O:11][CH3:12])=[O:10])=[CH:13]1. The catalyst class is: 736. (2) Reactant: [C:1]([N:5]=[CH:6][C:7](=[O:11])[CH:8]([CH3:10])[CH3:9])([CH3:4])([CH3:3])[CH3:2].[CH3:12][Li]. Product: [C:1]([N:5]=[CH:6][C:7]([CH3:12])([OH:11])[CH:8]([CH3:9])[CH3:10])([CH3:4])([CH3:3])[CH3:2]. The catalyst class is: 27.